Dataset: Reaction yield outcomes from USPTO patents with 853,638 reactions. Task: Predict the reaction yield, written as a fraction of the theoretical maximum amount of product (1.0 means a 100% yield; for example, 0.34 means a 34% yield). The catalyst is C(OCC)C. The product is [Br:9][C:5]1[CH:6]=[C:7]([F:8])[C:2]([N:20]2[CH2:19][CH2:18][N:17]([C:10]([O:12][C:13]([CH3:16])([CH3:15])[CH3:14])=[O:11])[CH2:22][CH2:21]2)=[N:3][CH:4]=1. The reactants are Cl[C:2]1[C:7]([F:8])=[CH:6][C:5]([Br:9])=[CH:4][N:3]=1.[C:10]([N:17]1[CH2:22][CH2:21][NH:20][CH2:19][CH2:18]1)([O:12][C:13]([CH3:16])([CH3:15])[CH3:14])=[O:11].C([O-])([O-])=O.[K+].[K+].CS(C)=O. The yield is 0.260.